From a dataset of Forward reaction prediction with 1.9M reactions from USPTO patents (1976-2016). Predict the product of the given reaction. (1) Given the reactants C(OC(=O)[NH:7][C@H:8]([C:27]#[N:28])[CH2:9][C:10]1[CH:15]=[CH:14][C:13]([C:16]2[CH:17]=[CH:18][C:19]3[O:23][C:22](=[O:24])[N:21]([CH3:25])[C:20]=3[CH:26]=2)=[CH:12][CH:11]=1)(C)(C)C, predict the reaction product. The product is: [NH2:7][C@@H:8]([CH2:9][C:10]1[CH:11]=[CH:12][C:13]([C:16]2[CH:17]=[CH:18][C:19]3[O:23][C:22](=[O:24])[N:21]([CH3:25])[C:20]=3[CH:26]=2)=[CH:14][CH:15]=1)[C:27]#[N:28]. (2) Given the reactants Cl.[NH2:2][C:3]1[CH:7]=[CH:6][NH:5][C:4]=1[C:8]([O:10][CH2:11][CH3:12])=[O:9].CCN(C(C)C)C(C)C.[Cl:22][C:23]1[CH:24]=[CH:25][C:26]([CH:47]=O)=[C:27]([C@H:29]([N:32]([C:40]([O:42][C:43]([CH3:46])([CH3:45])[CH3:44])=[O:41])[C:33]([O:35][C:36]([CH3:39])([CH3:38])[CH3:37])=[O:34])[CH2:30][CH3:31])[CH:28]=1.CC(O)=O.[B-]C#N.[Na+], predict the reaction product. The product is: [C:43]([O:42][C:40]([N:32]([C:33]([O:35][C:36]([CH3:37])([CH3:39])[CH3:38])=[O:34])[C@@H:29]([C:27]1[CH:28]=[C:23]([Cl:22])[CH:24]=[CH:25][C:26]=1[CH2:47][NH:2][C:3]1[CH:7]=[CH:6][NH:5][C:4]=1[C:8]([O:10][CH2:11][CH3:12])=[O:9])[CH2:30][CH3:31])=[O:41])([CH3:46])([CH3:44])[CH3:45].